Dataset: Full USPTO retrosynthesis dataset with 1.9M reactions from patents (1976-2016). Task: Predict the reactants needed to synthesize the given product. (1) Given the product [CH:25]1[C:34]2[C:29](=[CH:30][CH:31]=[CH:32][CH:33]=2)[CH:28]=[CH:27][C:26]=1[CH:35]([NH:37][C:13](=[O:14])[C:12]1[CH:16]=[CH:17][CH:18]=[C:10]([NH:9][C:7]([C:2]2[C:1]([C:19]3[CH:24]=[CH:23][CH:22]=[CH:21][CH:20]=3)=[CH:6][CH:5]=[CH:4][CH:3]=2)=[O:8])[CH:11]=1)[CH3:36], predict the reactants needed to synthesize it. The reactants are: [C:1]1([C:19]2[CH:24]=[CH:23][CH:22]=[CH:21][CH:20]=2)[C:2]([C:7]([NH:9][C:10]2[CH:11]=[C:12]([CH:16]=[CH:17][CH:18]=2)[C:13](O)=[O:14])=[O:8])=[CH:3][CH:4]=[CH:5][CH:6]=1.[CH:25]1[C:34]2[C:29](=[CH:30][CH:31]=[CH:32][CH:33]=2)[CH:28]=[CH:27][C:26]=1[CH:35]([NH2:37])[CH3:36].CN(C(ON1N=NC2C=CC=CC1=2)=[N+](C)C)C.[B-](F)(F)(F)F.C(N(C(C)C)C(C)C)C. (2) Given the product [CH2:1]([O:8][C:9]1[CH:10]=[CH:11][C:12]([N+:19]([O-:21])=[O:20])=[C:13]([CH2:15][C:16]([NH2:23])=[O:17])[CH:14]=1)[C:2]1[CH:7]=[CH:6][CH:5]=[CH:4][CH:3]=1, predict the reactants needed to synthesize it. The reactants are: [CH2:1]([O:8][C:9]1[CH:10]=[CH:11][C:12]([N+:19]([O-:21])=[O:20])=[C:13]([CH2:15][C:16](O)=[O:17])[CH:14]=1)[C:2]1[CH:7]=[CH:6][CH:5]=[CH:4][CH:3]=1.C[N:23](C(ON1N=NC2C=CC(Cl)=CC1=2)=[N+](C)C)C.F[P-](F)(F)(F)(F)F.ClC1C=CC2N=NN(O)C=2C=1.C(N(C(C)C)CC)(C)C.C(=O)([O-])[O-].[Na+].[Na+]. (3) Given the product [C:1]1([N:7]2[C:12]([NH2:13])=[CH:11][C:10]([C:14]3[S:15][CH:16]=[CH:17][CH:18]=3)=[N:8]2)[CH:6]=[CH:5][CH:4]=[CH:3][CH:2]=1, predict the reactants needed to synthesize it. The reactants are: [C:1]1([NH:7][NH2:8])[CH:6]=[CH:5][CH:4]=[CH:3][CH:2]=1.O=[C:10]([C:14]1[S:15][CH:16]=[CH:17][CH:18]=1)[CH2:11][C:12]#[N:13]. (4) Given the product [CH3:16][S:26]([C:3]1[N:7]=[C:6]([CH2:8][CH:9]2[CH2:14][CH2:13][CH2:12][CH2:11][CH2:10]2)[S:5][N:4]=1)(=[O:29])=[O:27], predict the reactants needed to synthesize it. The reactants are: CS[C:3]1[N:7]=[C:6]([CH2:8][CH:9]2[CH2:14][CH2:13][CH2:12][CH2:11][CH2:10]2)[S:5][N:4]=1.Cl[C:16]1C=C(C=CC=1)C(OO)=O.[S:26]([O-:29])(O)=[O:27].[Na+]. (5) Given the product [NH2:1][C@H:2]([C:7]([OH:9])=[O:8])[CH2:3][C:4]1[CH:15]=[CH:14][C:12]([OH:24])=[CH:11][CH:16]=1.[NH2:19][C@H:20]([C:23]([OH:25])=[O:24])[CH2:21][SH:22], predict the reactants needed to synthesize it. The reactants are: [NH2:1][C@H:2]([C:7]([OH:9])=[O:8])[CH2:3][C:4](=O)N.N[C@H:11]([C:16](O)=O)[C@H:12]([CH2:14][CH3:15])C.[NH2:19][C@H:20]([C:23]([OH:25])=[O:24])[CH2:21][SH:22]. (6) Given the product [CH2:32]([N:3]([CH2:1][CH3:2])[CH2:4][CH2:5][O:6][C:7]1[CH:8]=[CH:9][C:10]([NH:13][C:14]2[CH:23]=[C:22]3[C:17]([CH:18]=[C:19]([C:26]4[CH:31]=[CH:30][CH:29]=[CH:28][CH:27]=4)[C:20](=[O:25])[N:21]3[CH2:24][CH2:36][O:37][CH3:38])=[CH:16][N:15]=2)=[N:11][CH:12]=1)[CH3:33], predict the reactants needed to synthesize it. The reactants are: [CH2:1]([N:3]([CH2:32][CH3:33])[CH2:4][CH2:5][O:6][C:7]1[CH:8]=[CH:9][C:10]([NH:13][C:14]2[CH:23]=[C:22]3[C:17]([CH:18]=[C:19]([C:26]4[CH:31]=[CH:30][CH:29]=[CH:28][CH:27]=4)[C:20](=[O:25])[N:21]3[CH3:24])=[CH:16][N:15]=2)=[N:11][CH:12]=1)[CH3:2].BrC[CH2:36][O:37][CH3:38].CI. (7) Given the product [CH2:24]([O:31][C:32](=[O:44])[CH2:33][C:34]([O:37][C:38]([O:40][CH:41]([N:18]1[N:17]=[C:16]([C:20]#[N:21])[C:15]([C:12]2[CH:11]=[CH:10][C:9]([C:5]3[N:4]=[C:3]([C:2]([F:1])([F:22])[F:23])[CH:8]=[CH:7][N:6]=3)=[CH:14][CH:13]=2)=[N:19]1)[CH3:42])=[O:39])([CH3:36])[CH3:35])[C:25]1[CH:26]=[CH:27][CH:28]=[CH:29][CH:30]=1, predict the reactants needed to synthesize it. The reactants are: [F:1][C:2]([F:23])([F:22])[C:3]1[CH:8]=[CH:7][N:6]=[C:5]([C:9]2[CH:14]=[CH:13][C:12]([C:15]3[N:19]=[N:18][NH:17][C:16]=3[C:20]#[N:21])=[CH:11][CH:10]=2)[N:4]=1.[CH2:24]([O:31][C:32](=[O:44])[CH2:33][C:34]([O:37][C:38]([O:40][CH:41](Cl)[CH3:42])=[O:39])([CH3:36])[CH3:35])[C:25]1[CH:30]=[CH:29][CH:28]=[CH:27][CH:26]=1.C(=O)(O)[O-].[Na+].O. (8) The reactants are: [NH2:1][C:2]1[CH:19]=[CH:18][C:5]([O:6][C:7]2[CH:12]=[CH:11][N:10]=[C:9]([NH:13][CH2:14][CH2:15][CH2:16][CH3:17])[CH:8]=2)=[CH:4][CH:3]=1.[F:20][C:21]1[CH:26]=[CH:25][C:24]([N:27]=[C:28]=[O:29])=[CH:23][CH:22]=1. Given the product [CH2:14]([NH:13][C:9]1[CH:8]=[C:7]([O:6][C:5]2[CH:18]=[CH:19][C:2]([NH:1][C:28]([NH:27][C:24]3[CH:25]=[CH:26][C:21]([F:20])=[CH:22][CH:23]=3)=[O:29])=[CH:3][CH:4]=2)[CH:12]=[CH:11][N:10]=1)[CH2:15][CH2:16][CH3:17], predict the reactants needed to synthesize it.